From a dataset of Reaction yield outcomes from USPTO patents with 853,638 reactions. Predict the reaction yield, written as a fraction of the theoretical maximum amount of product (1.0 means a 100% yield; for example, 0.34 means a 34% yield). (1) The reactants are [C:1]1([C:20]2[CH:25]=[CH:24][CH:23]=[CH:22][CH:21]=2)[CH:6]=[CH:5][C:4]([CH:7]2[C:11]3[C:12]([CH3:19])=[C:13]([NH2:18])[C:14]([CH3:17])=[C:15]([CH3:16])[C:10]=3[O:9][CH2:8]2)=[CH:3][CH:2]=1.C([O:29][CH2:30][CH3:31])(=O)C. No catalyst specified. The product is [C:1]1([C:20]2[CH:21]=[CH:22][CH:23]=[CH:24][CH:25]=2)[CH:6]=[CH:5][C:4]([CH:7]2[C:11]3[C:12]([CH3:19])=[C:13]([NH:18][C:30](=[O:29])[CH2:31][C:1]([CH3:20])([CH3:6])[CH3:2])[C:14]([CH3:17])=[C:15]([CH3:16])[C:10]=3[O:9][CH2:8]2)=[CH:3][CH:2]=1. The yield is 0.710. (2) The reactants are [CH3:1][N:2]1[C:6]2[CH2:7][CH2:8]S[CH2:10][C:5]=2[C:4]([C:11]([N:13]2[CH2:18][CH2:17][CH:16]([C:19]3[CH:24]=[CH:23][CH:22]=[CH:21][C:20]=3[C:25]([F:28])([F:27])[F:26])[CH2:15][CH2:14]2)=[O:12])=[N:3]1.O[O:30][S:31]([O-:33])=O.[K+].C([O-])(O)=O.[Na+]. The catalyst is O. The product is [CH3:1][N:2]1[C:6]2[CH2:7][CH2:8][S:31](=[O:33])(=[O:30])[CH2:10][C:5]=2[C:4]([C:11]([N:13]2[CH2:18][CH2:17][CH:16]([C:19]3[CH:24]=[CH:23][CH:22]=[CH:21][C:20]=3[C:25]([F:26])([F:27])[F:28])[CH2:15][CH2:14]2)=[O:12])=[N:3]1. The yield is 0.930. (3) The product is [C:35]([CH:22]1[CH2:21][O:20][CH:19]([N:10]2[C:11]3[C:16](=[CH:15][CH:14]=[CH:13][CH:12]=3)[C:8]([C:4]3[CH:3]=[C:2]([NH:1][C:26]([C:27]4[CH:28]=[N:29][CH:30]=[CH:31][CH:32]=4)=[O:33])[CH:7]=[CH:6][CH:5]=3)=[N:9]2)[CH2:24][CH2:23]1)#[N:37]. The reactants are [NH2:1][C:2]1[CH:3]=[C:4]([C:8]2[C:16]3[C:11](=[CH:12][CH:13]=[C:14](C#N)[CH:15]=3)[N:10]([CH:19]3[CH2:24][CH2:23][CH2:22][CH2:21][O:20]3)[N:9]=2)[CH:5]=[CH:6][CH:7]=1.Cl.[C:26](Cl)(=[O:33])[C:27]1[CH:32]=[CH:31][CH:30]=[N:29][CH:28]=1.[CH2:35]([N:37](CC)CC)C. No catalyst specified. The yield is 0.540. (4) The reactants are [NH2:1][C:2]1[C:11]2[C:6](=[C:7](Br)[CH:8]=[CH:9][CH:10]=2)[N:5]=[N:4][C:3]=1[C:13]([NH:15][CH2:16][CH2:17][CH3:18])=[O:14].[F:19][C:20]1[C:25]([F:26])=[CH:24][CH:23]=[CH:22][C:21]=1B(O)O. No catalyst specified. The product is [NH2:1][C:2]1[C:11]2[C:6](=[C:7]([C:24]3[CH:23]=[CH:22][CH:21]=[C:20]([F:19])[C:25]=3[F:26])[CH:8]=[CH:9][CH:10]=2)[N:5]=[N:4][C:3]=1[C:13]([NH:15][CH2:16][CH2:17][CH3:18])=[O:14]. The yield is 0.576. (5) The reactants are C(OC([NH:8][CH2:9][CH2:10]O)=O)(C)(C)C.[OH:12][C:13]1[CH:22]=[CH:21][C:16]([C:17]([O:19][CH3:20])=[O:18])=[CH:15][CH:14]=1.C1C=CC(P(C2C=CC=CC=2)C2C=CC=CC=2)=CC=1.CC(OC(/N=N/C(OC(C)C)=O)=O)C. The catalyst is C1COCC1. The product is [NH2:8][CH2:9][CH2:10][O:12][C:13]1[CH:14]=[CH:15][C:16]([C:17]([O:19][CH3:20])=[O:18])=[CH:21][CH:22]=1. The yield is 0.340. (6) The reactants are [Cl:1][C:2]1[N:7]=[C:6](Cl)[CH:5]=[CH:4][N:3]=1.[NH2:9][C:10]1[NH:14][N:13]=[C:12]([CH2:15][CH3:16])[CH:11]=1.C(N(CC)C(C)C)(C)C. The catalyst is C1COCC1. The product is [CH2:15]([C:12]1[NH:13][N:14]=[C:10]([NH:9][C:6]2[CH:5]=[CH:4][N:3]=[C:2]([Cl:1])[N:7]=2)[CH:11]=1)[CH3:16]. The yield is 0.350. (7) The reactants are FC(F)(F)S(O[C:7]1[CH:16]=[CH:15][C:14]2[N:13]([C:17](=[O:19])[CH3:18])[CH:12]([CH:20]3[CH2:22][CH2:21]3)[CH:11]([CH3:23])[CH:10]([NH:24][C:25]3[CH:30]=[CH:29][CH:28]=[CH:27][CH:26]=3)[C:9]=2[N:8]=1)(=O)=O.C([O-])([O-])=O.[Cs+].[Cs+].[C:39]([N:46]1[CH2:51][CH2:50][NH:49][CH2:48][CH2:47]1)([O:41][C:42]([CH3:45])([CH3:44])[CH3:43])=[O:40].C1C=CC(P(C2C(C3C(P(C4C=CC=CC=4)C4C=CC=CC=4)=CC=C4C=3C=CC=C4)=C3C(C=CC=C3)=CC=2)C2C=CC=CC=2)=CC=1. The catalyst is C1(C)C=CC=CC=1.C1C=CC(/C=C/C(/C=C/C2C=CC=CC=2)=O)=CC=1.C1C=CC(/C=C/C(/C=C/C2C=CC=CC=2)=O)=CC=1.C1C=CC(/C=C/C(/C=C/C2C=CC=CC=2)=O)=CC=1.[Pd].[Pd]. The product is [C:17]([N:13]1[C@@H:12]([CH:20]2[CH2:22][CH2:21]2)[C@H:11]([CH3:23])[C@@H:10]([NH:24][C:25]2[CH:26]=[CH:27][CH:28]=[CH:29][CH:30]=2)[C:9]2[N:8]=[C:7]([N:49]3[CH2:48][CH2:47][N:46]([C:39]([O:41][C:42]([CH3:45])([CH3:44])[CH3:43])=[O:40])[CH2:51][CH2:50]3)[CH:16]=[CH:15][C:14]1=2)(=[O:19])[CH3:18]. The yield is 0.526. (8) The reactants are [CH:1]1([C:7]([N:9]2[CH2:18][CH2:17][C:16]3[C:11](=[CH:12][CH:13]=[C:14]([CH2:19][OH:20])[CH:15]=3)[CH2:10]2)=[O:8])[CH2:6][CH2:5][CH2:4][CH2:3][CH2:2]1. The catalyst is C1COCC1.C(Cl)(Cl)Cl.O=[Mn]=O. The product is [CH:1]1([C:7]([N:9]2[CH2:18][CH2:17][C:16]3[C:11](=[CH:12][CH:13]=[C:14]([CH:19]=[O:20])[CH:15]=3)[CH2:10]2)=[O:8])[CH2:6][CH2:5][CH2:4][CH2:3][CH2:2]1. The yield is 0.950.